Dataset: Forward reaction prediction with 1.9M reactions from USPTO patents (1976-2016). Task: Predict the product of the given reaction. (1) The product is: [CH2:46]([O:33][C:32]([C:13]1[N:12]([C:9]2[CH:8]=[CH:7][C:6]([O:5][CH:2]([CH3:4])[CH3:3])=[CH:11][CH:10]=2)[C:20]2[C:15]([C:14]=1[Br:75])=[CH:16][C:17]([O:21][C:22]1[CH:27]=[CH:26][C:25]([C:28]([F:29])([F:30])[F:31])=[CH:24][CH:23]=1)=[CH:18][CH:19]=2)=[O:34])[CH3:65]. Given the reactants O.[CH:2]([O:5][C:6]1[CH:11]=[CH:10][C:9]([N:12]2[C:20]3[C:15](=[CH:16][C:17]([O:21][C:22]4[CH:27]=[CH:26][C:25]([C:28]([F:31])([F:30])[F:29])=[CH:24][CH:23]=4)=[CH:18][CH:19]=3)[CH:14]=[C:13]2[C:32]([OH:34])=[O:33])=[CH:8][CH:7]=1)([CH3:4])[CH3:3].C(OC1C=CC(N2C3C(=CC(OC4C=CC(C(F)(F)F)=CC=4)=CC=3)C=[C:46]2[C:65](O)=O)=CC=1)(C)C.C1C(=O)N([Br:75])C(=O)C1.[O-]S([O-])(=S)=O.[Na+].[Na+], predict the reaction product. (2) Given the reactants [Br:1][C:2]1[CH:10]=[CH:9][C:5]([CH2:6][CH2:7][NH2:8])=[CH:4][CH:3]=1.C([O-])([O-])=O.[K+].[K+].[CH3:17][C:18]([O:21][C:22](O[C:22]([O:21][C:18]([CH3:20])([CH3:19])[CH3:17])=[O:23])=[O:23])([CH3:20])[CH3:19], predict the reaction product. The product is: [C:22]([NH:8][CH2:7][CH2:6][C:5]1[CH:9]=[CH:10][C:2]([Br:1])=[CH:3][CH:4]=1)([O:21][C:18]([CH3:20])([CH3:19])[CH3:17])=[O:23]. (3) The product is: [NH2:5][C:6]1[CH:13]=[C:12]([NH:4][CH:1]([CH3:3])[CH3:2])[C:9]([C:10]#[N:11])=[CH:8][N:7]=1. Given the reactants [CH:1]([NH2:4])([CH3:3])[CH3:2].[NH2:5][C:6]1[CH:13]=[C:12](F)[C:9]([C:10]#[N:11])=[CH:8][N:7]=1.C(N(C(C)C)CC)(C)C, predict the reaction product. (4) Given the reactants [Cl:1][C:2]1[CH:7]=[CH:6][C:5]([S:8]([N:11]([CH2:25][C:26]2[CH:35]=[CH:34][C:29]([C:30]([O:32]C)=[O:31])=[CH:28][CH:27]=2)[C@H:12]([C:15]2[CH:20]=[CH:19][C:18]([C:21]([F:24])([F:23])[F:22])=[CH:17][CH:16]=2)[CH2:13][CH3:14])(=[O:10])=[O:9])=[CH:4][CH:3]=1.O.[OH-].[Li+], predict the reaction product. The product is: [Cl:1][C:2]1[CH:3]=[CH:4][C:5]([S:8]([N:11]([CH2:25][C:26]2[CH:27]=[CH:28][C:29]([C:30]([OH:32])=[O:31])=[CH:34][CH:35]=2)[C@H:12]([C:15]2[CH:20]=[CH:19][C:18]([C:21]([F:23])([F:24])[F:22])=[CH:17][CH:16]=2)[CH2:13][CH3:14])(=[O:10])=[O:9])=[CH:6][CH:7]=1. (5) Given the reactants [NH2:1][C:2]1[C:7]([S:8]([NH:11][C:12]([C:14]2[C:15](Cl)=[N:16][C:17]([Cl:20])=[CH:18][CH:19]=2)=[O:13])(=[O:10])=[O:9])=[CH:6][CH:5]=[CH:4][N:3]=1.[CH3:22][C:23]1([CH3:29])[CH2:27][C@H:26]([CH3:28])[CH2:25][NH:24]1.C(=O)([O-])[O-].[K+].[K+].Cl, predict the reaction product. The product is: [NH2:1][C:2]1[C:7]([S:8]([NH:11][C:12]([C:14]2[C:15]([N:24]3[CH2:25][C@@H:26]([CH3:28])[CH2:27][C:23]3([CH3:29])[CH3:22])=[N:16][C:17]([Cl:20])=[CH:18][CH:19]=2)=[O:13])(=[O:10])=[O:9])=[CH:6][CH:5]=[CH:4][N:3]=1. (6) Given the reactants C([O:3][C:4](=[O:25])[C@@H:5]([O:22][CH2:23][CH3:24])[CH2:6][C:7]1[CH:12]=[CH:11][C:10]([O:13][CH2:14][C:15]2[S:16][C:17](Br)=[CH:18][C:19]=2[CH3:20])=[CH:9][CH:8]=1)C.[CH3:26][C:27]1[O:31][N:30]=[C:29]([C:32]2[CH:37]=[CH:36][C:35](B3OC(C)(C)C(C)(C)O3)=[CH:34][CH:33]=2)[N:28]=1, predict the reaction product. The product is: [CH2:23]([O:22][C@@H:5]([CH2:6][C:7]1[CH:8]=[CH:9][C:10]([O:13][CH2:14][C:15]2[S:16][C:17]([C:35]3[CH:34]=[CH:33][C:32]([C:29]4[N:28]=[C:27]([CH3:26])[O:31][N:30]=4)=[CH:37][CH:36]=3)=[CH:18][C:19]=2[CH3:20])=[CH:11][CH:12]=1)[C:4]([OH:3])=[O:25])[CH3:24]. (7) Given the reactants [C:1]1([C@@H:7]2[N:13]([C:14](=[O:19])[C:15]([CH3:18])([CH3:17])[CH3:16])[CH2:12][C:11]3[CH:20]=[CH:21][C:22]([C:24](OC)=[O:25])=[CH:23][C:10]=3[O:9][CH2:8]2)[CH:6]=[CH:5][CH:4]=[CH:3][CH:2]=1.[NH2:28][OH:29].[OH-].[Na+], predict the reaction product. The product is: [OH:29][NH:28][C:24]([C:22]1[CH:21]=[CH:20][C:11]2[CH2:12][N:13]([C:14](=[O:19])[C:15]([CH3:18])([CH3:17])[CH3:16])[C@@H:7]([C:1]3[CH:6]=[CH:5][CH:4]=[CH:3][CH:2]=3)[CH2:8][O:9][C:10]=2[CH:23]=1)=[O:25].